From a dataset of Catalyst prediction with 721,799 reactions and 888 catalyst types from USPTO. Predict which catalyst facilitates the given reaction. (1) Reactant: [CH2:1]([O:3][CH:4]([O:21][CH2:22][CH3:23])[C:5]1[O:13][C:12]2[C:11]([C:14]3[CH:15]=[C:16]([OH:20])[CH:17]=[CH:18][CH:19]=3)=[CH:10][N:9]=[CH:8][C:7]=2[CH:6]=1)[CH3:2].I[CH:25]([CH3:27])[CH3:26].C(=O)([O-])[O-].[K+].[K+]. Product: [CH2:22]([O:21][CH:4]([O:3][CH2:1][CH3:2])[C:5]1[O:13][C:12]2[C:11]([C:14]3[CH:19]=[CH:18][CH:17]=[C:16]([O:20][CH:25]([CH3:27])[CH3:26])[CH:15]=3)=[CH:10][N:9]=[CH:8][C:7]=2[CH:6]=1)[CH3:23]. The catalyst class is: 16. (2) Reactant: Cl[CH2:2][C:3]1[NH:12][C:11](=[O:13])[C:10]2[C:5](=[CH:6][CH:7]=[CH:8][CH:9]=2)[N:4]=1.[CH2:14]([N:21]1[CH2:26][CH2:25][NH:24][CH2:23][CH2:22]1)[C:15]1[CH:20]=[CH:19][CH:18]=[CH:17][CH:16]=1.C(=O)([O-])[O-].[K+].[K+]. Product: [CH2:14]([N:21]1[CH2:26][CH2:25][N:24]([CH2:2][C:3]2[NH:12][C:11](=[O:13])[C:10]3[C:5](=[CH:6][CH:7]=[CH:8][CH:9]=3)[N:4]=2)[CH2:23][CH2:22]1)[C:15]1[CH:16]=[CH:17][CH:18]=[CH:19][CH:20]=1. The catalyst class is: 8. (3) Reactant: [CH3:1][N:2]([C:12]1[CH:13]=[CH:14][CH:15]=[C:16]2[C:20]=1[NH:19][C:18]([C:21]1[S:22][CH:23]([CH2:26][N:27]3[CH2:32][CH2:31][S:30][CH2:29][CH2:28]3)[CH2:24][N:25]=1)=[CH:17]2)[S:3]([C:6]1[CH:11]=[CH:10][CH:9]=[CH:8][N:7]=1)(=[O:5])=[O:4].ClC1C=CC=C(C(OO)=[O:41])C=1. Product: [CH3:1][N:2]([C:12]1[CH:13]=[CH:14][CH:15]=[C:16]2[C:20]=1[NH:19][C:18]([C:21]1[S:22][CH:23]([CH2:26][N:27]3[CH2:32][CH2:31][S:30](=[O:41])[CH2:29][CH2:28]3)[CH2:24][N:25]=1)=[CH:17]2)[S:3]([C:6]1[CH:11]=[CH:10][CH:9]=[CH:8][N:7]=1)(=[O:5])=[O:4]. The catalyst class is: 96. (4) Reactant: C([O:8][C:9]1[CH:10]=[CH:11][C:12]([C@@H:20]([OH:42])[CH2:21][NH:22][CH2:23][CH2:24][C:25]2[CH:30]=[CH:29][CH:28]=[C:27]([O:31][CH2:32][C:33]([F:41])([F:40])[C:34]3[CH:39]=[CH:38][CH:37]=[CH:36][CH:35]=3)[CH:26]=2)=[C:13]2[C:18]=1[NH:17][C:16](=[O:19])[CH:15]=[CH:14]2)C1C=CC=CC=1. Product: [F:41][C:33]([F:40])([C:34]1[CH:39]=[CH:38][CH:37]=[CH:36][CH:35]=1)[CH2:32][O:31][C:27]1[CH:26]=[C:25]([CH2:24][CH2:23][NH:22][CH2:21][C@@H:20]([C:12]2[CH:11]=[CH:10][C:9]([OH:8])=[C:18]3[C:13]=2[CH:14]=[CH:15][C:16](=[O:19])[NH:17]3)[OH:42])[CH:30]=[CH:29][CH:28]=1. The catalyst class is: 19. (5) Product: [C:27]([C:19]1[C:20]2[CH2:25][CH2:24][N:23]([CH2:48][CH2:47][CH2:46][NH:45][C:38](=[O:39])[O:40][C:41]([CH3:44])([CH3:43])[CH3:42])[CH2:22][C:21]=2[S:26][C:18]=1[NH:17][C:16](=[O:30])[NH:15][C:12]1[CH:11]=[CH:10][C:9]([Cl:8])=[CH:14][CH:13]=1)(=[O:28])[NH2:29]. Reactant: FC(F)(F)C(O)=O.[Cl:8][C:9]1[CH:14]=[CH:13][C:12]([NH:15][C:16](=[O:30])[NH:17][C:18]2[S:26][C:21]3[CH2:22][NH:23][CH2:24][CH2:25][C:20]=3[C:19]=2[C:27]([NH2:29])=[O:28])=[CH:11][CH:10]=1.C(N(CC)CC)C.[C:38]([NH:45][CH2:46][CH2:47][CH2:48]Br)([O:40][C:41]([CH3:44])([CH3:43])[CH3:42])=[O:39]. The catalyst class is: 3. (6) Reactant: Cl[CH:2]([C:9]1[CH:14]=[CH:13][CH:12]=[C:11]([C:15]([F:18])([F:17])[F:16])[CH:10]=1)[C:3]1[N:4]=[N:5][N:6]([CH3:8])[N:7]=1.[CH2:19]([C@H:21]1[CH2:30][NH:29][C:28]2[C:23](=[CH:24][CH:25]=[C:26]([C:31]([F:34])([F:33])[F:32])[CH:27]=2)[NH:22]1)[CH3:20].C(OC(N1C2C(=CC=CC=2)N(C(C2C=C(C(F)(F)F)C=C(C(F)(F)F)C=2)C2N=NN(C)N=2)CC1CC)=O)C. Product: [CH2:19]([CH:21]1[NH:22][C:23]2[C:28](=[CH:27][C:26]([C:31]([F:33])([F:34])[F:32])=[CH:25][CH:24]=2)[N:29]([CH:2]([C:3]2[N:4]=[N:5][N:6]([CH3:8])[N:7]=2)[C:9]2[CH:14]=[CH:13][CH:12]=[C:11]([C:15]([F:18])([F:17])[F:16])[CH:10]=2)[CH2:30]1)[CH3:20]. The catalyst class is: 37. (7) Reactant: C([O:8][C:9]1[CH:14]=[CH:13][C:12]([CH2:15][C:16]2[C:17]([O:24][CH:25]3[O:51][C@H:50]([CH2:52][O:53][C:54](=[O:59])[C:55]([CH3:58])([CH3:57])[CH3:56])[C@@H:42]([O:43][C:44](=[O:49])[C:45]([CH3:48])([CH3:47])[CH3:46])[C@H:34]([O:35][C:36](=[O:41])[C:37]([CH3:40])([CH3:39])[CH3:38])[C@H:26]3[O:27][C:28](=[O:33])[C:29]([CH3:32])([CH3:31])[CH3:30])=[N:18][NH:19][C:20]=2[CH:21]([CH3:23])[CH3:22])=[C:11]([CH3:60])[CH:10]=1)C1C=CC=CC=1. Product: [OH:8][C:9]1[CH:14]=[CH:13][C:12]([CH2:15][C:16]2[C:17]([O:24][C@@H:25]3[O:51][C@H:50]([CH2:52][O:53][C:54](=[O:59])[C:55]([CH3:58])([CH3:57])[CH3:56])[C@@H:42]([O:43][C:44](=[O:49])[C:45]([CH3:47])([CH3:46])[CH3:48])[C@H:34]([O:35][C:36](=[O:41])[C:37]([CH3:38])([CH3:39])[CH3:40])[C@H:26]3[O:27][C:28](=[O:33])[C:29]([CH3:32])([CH3:30])[CH3:31])=[N:18][NH:19][C:20]=2[CH:21]([CH3:23])[CH3:22])=[C:11]([CH3:60])[CH:10]=1. The catalyst class is: 457. (8) Reactant: [C:1]([O:6][C:7]1[CH:12]=[CH:11][C:10]([P:13]([O:24][CH2:25][CH3:26])([CH2:15][P:16]([O:21][CH2:22][CH3:23])([O:18][CH2:19][CH3:20])=[O:17])=[O:14])=[CH:9][C:8]=1[C:27]([CH3:40])([CH3:39])[CH2:28][C:29]([O:31]CC1C=CC=CC=1)=[O:30])(=[O:5])[CH2:2][CH2:3]C.[CH3:41]O. Product: [CH3:41][CH:2]([CH3:3])[C:1]([O:6][C:7]1[CH:12]=[CH:11][C:10]([P:13]([O:24][CH2:25][CH3:26])([CH2:15][P:16]([O:21][CH2:22][CH3:23])([O:18][CH2:19][CH3:20])=[O:17])=[O:14])=[CH:9][C:8]=1[C:27]([CH3:40])([CH3:39])[CH2:28][C:29]([OH:31])=[O:30])=[O:5]. The catalyst class is: 45. (9) Product: [F:1][C:2]1[CH:25]=[CH:24][CH:23]=[C:22]([F:26])[C:3]=1[CH2:4][O:5][C:6]1[C:7]2[N:8]([C:13]([C:17]([OH:19])=[O:18])=[C:14]([CH3:16])[N:15]=2)[CH:9]=[C:10]([CH3:12])[N:11]=1. The catalyst class is: 12. Reactant: [F:1][C:2]1[CH:25]=[CH:24][CH:23]=[C:22]([F:26])[C:3]=1[CH2:4][O:5][C:6]1[C:7]2[N:8]([C:13]([C:17]([O:19]CC)=[O:18])=[C:14]([CH3:16])[N:15]=2)[CH:9]=[C:10]([CH3:12])[N:11]=1.[OH-].[Na+]. (10) Reactant: [CH2:1]([N:9]1[CH:13]=[C:12]([C:14]2[C:22]3[C:17](=[N:18][CH:19]=[C:20]([C:23]4[CH:28]=[CH:27][C:26]([N:29]5[CH2:34][CH2:33][N:32](C(OC(C)(C)C)=O)[CH2:31][CH2:30]5)=[CH:25][CH:24]=4)[CH:21]=3)[N:16]([S:42]([C:45]3[CH:51]=[CH:50][C:48]([CH3:49])=[CH:47][CH:46]=3)(=[O:44])=[O:43])[CH:15]=2)[CH:11]=[N:10]1)[CH2:2][C:3]1[CH:8]=[CH:7][CH:6]=[CH:5][CH:4]=1. Product: [CH2:1]([N:9]1[CH:13]=[C:12]([C:14]2[C:22]3[C:17](=[N:18][CH:19]=[C:20]([C:23]4[CH:24]=[CH:25][C:26]([N:29]5[CH2:30][CH2:31][NH:32][CH2:33][CH2:34]5)=[CH:27][CH:28]=4)[CH:21]=3)[N:16]([S:42]([C:45]3[CH:46]=[CH:47][C:48]([CH3:49])=[CH:50][CH:51]=3)(=[O:44])=[O:43])[CH:15]=2)[CH:11]=[N:10]1)[CH2:2][C:3]1[CH:4]=[CH:5][CH:6]=[CH:7][CH:8]=1. The catalyst class is: 137.